The task is: Regression. Given two drug SMILES strings and cell line genomic features, predict the synergy score measuring deviation from expected non-interaction effect.. This data is from Merck oncology drug combination screen with 23,052 pairs across 39 cell lines. (1) Drug 1: N#Cc1ccc(Cn2cncc2CN2CCN(c3cccc(Cl)c3)C(=O)C2)cc1. Drug 2: CCC1=CC2CN(C1)Cc1c([nH]c3ccccc13)C(C(=O)OC)(c1cc3c(cc1OC)N(C)C1C(O)(C(=O)OC)C(OC(C)=O)C4(CC)C=CCN5CCC31C54)C2. Cell line: OV90. Synergy scores: synergy=40.2. (2) Drug 1: C=CCn1c(=O)c2cnc(Nc3ccc(N4CCN(C)CC4)cc3)nc2n1-c1cccc(C(C)(C)O)n1. Drug 2: CS(=O)(=O)CCNCc1ccc(-c2ccc3ncnc(Nc4ccc(OCc5cccc(F)c5)c(Cl)c4)c3c2)o1. Cell line: NCIH1650. Synergy scores: synergy=11.3. (3) Drug 1: CCC1=CC2CN(C1)Cc1c([nH]c3ccccc13)C(C(=O)OC)(c1cc3c(cc1OC)N(C)C1C(O)(C(=O)OC)C(OC(C)=O)C4(CC)C=CCN5CCC31C54)C2. Drug 2: CCc1cnn2c(NCc3ccc[n+]([O-])c3)cc(N3CCCCC3CCO)nc12. Cell line: DLD1. Synergy scores: synergy=8.10. (4) Drug 1: Nc1ccn(C2OC(CO)C(O)C2(F)F)c(=O)n1. Drug 2: O=C(NOCC(O)CO)c1ccc(F)c(F)c1Nc1ccc(I)cc1F. Cell line: HT29. Synergy scores: synergy=1.25. (5) Drug 1: NC1(c2ccc(-c3nc4ccn5c(=O)[nH]nc5c4cc3-c3ccccc3)cc2)CCC1. Drug 2: C#Cc1cccc(Nc2ncnc3cc(OCCOC)c(OCCOC)cc23)c1. Cell line: A2058. Synergy scores: synergy=18.3. (6) Synergy scores: synergy=13.5. Drug 1: N#Cc1ccc(Cn2cncc2CN2CCN(c3cccc(Cl)c3)C(=O)C2)cc1. Cell line: HT144. Drug 2: NC1(c2ccc(-c3nc4ccn5c(=O)[nH]nc5c4cc3-c3ccccc3)cc2)CCC1. (7) Drug 1: CCC1(O)CC2CN(CCc3c([nH]c4ccccc34)C(C(=O)OC)(c3cc4c(cc3OC)N(C)C3C(O)(C(=O)OC)C(OC(C)=O)C5(CC)C=CCN6CCC43C65)C2)C1. Drug 2: NC1(c2ccc(-c3nc4ccn5c(=O)[nH]nc5c4cc3-c3ccccc3)cc2)CCC1. Cell line: NCIH23. Synergy scores: synergy=-7.18. (8) Drug 1: N#Cc1ccc(Cn2cncc2CN2CCN(c3cccc(Cl)c3)C(=O)C2)cc1. Drug 2: CNC(=O)c1cc(Oc2ccc(NC(=O)Nc3ccc(Cl)c(C(F)(F)F)c3)cc2)ccn1. Cell line: DLD1. Synergy scores: synergy=10.9. (9) Synergy scores: synergy=21.4. Cell line: A427. Drug 1: O=S1(=O)NC2(CN1CC(F)(F)F)C1CCC2Cc2cc(C=CCN3CCC(C(F)(F)F)CC3)ccc2C1. Drug 2: CCC1(O)CC2CN(CCc3c([nH]c4ccccc34)C(C(=O)OC)(c3cc4c(cc3OC)N(C)C3C(O)(C(=O)OC)C(OC(C)=O)C5(CC)C=CCN6CCC43C65)C2)C1.